Dataset: Catalyst prediction with 721,799 reactions and 888 catalyst types from USPTO. Task: Predict which catalyst facilitates the given reaction. (1) Reactant: [CH3:1][C@@:2]12[C:9]([CH3:11])([CH3:10])[CH:6]([CH2:7][CH2:8]1)[C:5](=[O:12])[CH2:4][C:3]2=[O:13].C(N(CC)CC)C.[CH3:21][C:22]1[CH:27]=[CH:26][C:25]([N:28]=[C:29]=[O:30])=[CH:24][CH:23]=1.Cl. Product: [CH3:21][C:22]1[CH:27]=[CH:26][C:25]([NH:28][C:29]([CH:4]2[C:5](=[O:12])[CH:6]3[C:9]([CH3:10])([CH3:11])[C@:2]([CH3:1])([CH2:8][CH2:7]3)[C:3]2=[O:13])=[O:30])=[CH:24][CH:23]=1. The catalyst class is: 119. (2) Reactant: [C:1]([O:5][C:6](=[O:15])[NH:7][CH:8]1[C:13](=O)[CH2:12][CH2:11][O:10][CH2:9]1)([CH3:4])([CH3:3])[CH3:2].C([O-])(=O)C.[NH4+].C([BH3-])#[N:22].[Na+].C(=O)([O-])[O-].[Na+].[Na+]. Product: [C:1]([O:5][C:6](=[O:15])[NH:7][CH:8]1[CH:13]([NH2:22])[CH2:12][CH2:11][O:10][CH2:9]1)([CH3:4])([CH3:3])[CH3:2]. The catalyst class is: 125. (3) Reactant: [Br:1][C:2]1[CH:3]=[C:4]([I:9])[C:5](=[O:8])[NH:6][CH:7]=1.[H-].[Na+].I[CH3:13]. Product: [Br:1][C:2]1[CH:3]=[C:4]([I:9])[C:5](=[O:8])[N:6]([CH3:13])[CH:7]=1. The catalyst class is: 3.